Regression. Given a peptide amino acid sequence and an MHC pseudo amino acid sequence, predict their binding affinity value. This is MHC class I binding data. From a dataset of Peptide-MHC class I binding affinity with 185,985 pairs from IEDB/IMGT. (1) The binding affinity (normalized) is 0.853. The MHC is HLA-B58:01 with pseudo-sequence HLA-B58:01. The peptide sequence is KSIPADLVF. (2) The peptide sequence is FTNNAKTII. The MHC is H-2-Kb with pseudo-sequence H-2-Kb. The binding affinity (normalized) is 0. (3) The peptide sequence is MTRVLPFTY. The binding affinity (normalized) is 1.00. The MHC is HLA-A30:01 with pseudo-sequence HLA-A30:01.